Dataset: Reaction yield outcomes from USPTO patents with 853,638 reactions. Task: Predict the reaction yield, written as a fraction of the theoretical maximum amount of product (1.0 means a 100% yield; for example, 0.34 means a 34% yield). (1) No catalyst specified. The reactants are Cl.[Cl:2][C:3]1[CH:4]=[C:5]([CH:18]=[CH:19][C:20]=1[F:21])[NH:6][C:7]1[C:16]2[C:11](=[CH:12][CH:13]=[CH:14][C:15]=2F)[N:10]=[CH:9][N:8]=1.[OH:22][CH:23]1[CH2:26][N:25]([CH:27]([CH3:29])[CH3:28])[CH2:24]1. The yield is 0.540. The product is [Cl:2][C:3]1[CH:4]=[C:5]([CH:18]=[CH:19][C:20]=1[F:21])[NH:6][C:7]1[C:16]2[C:11](=[CH:12][CH:13]=[CH:14][C:15]=2[O:22][CH:23]2[CH2:26][N:25]([CH:27]([CH3:29])[CH3:28])[CH2:24]2)[N:10]=[CH:9][N:8]=1. (2) The reactants are [O:1]=[C:2]1[C:10]2([CH2:14][O:13][C:12]3[CH:15]=[C:16]4[C:20](=[CH:21][C:11]2=3)[CH2:19][CH2:18][O:17]4)[C:9]2[C:4](=[CH:5][CH:6]=[CH:7][CH:8]=2)[N:3]1[CH2:22][C:23]([O:25]CC)=[O:24].[Li+].[OH-].Cl. The catalyst is C(OCC)(=O)C.O. The product is [O:1]=[C:2]1[C:10]2([CH2:14][O:13][C:12]3[CH:15]=[C:16]4[C:20](=[CH:21][C:11]2=3)[CH2:19][CH2:18][O:17]4)[C:9]2[C:4](=[CH:5][CH:6]=[CH:7][CH:8]=2)[N:3]1[CH2:22][C:23]([OH:25])=[O:24]. The yield is 0.700. (3) The reactants are [NH:1]1[CH2:5][CH2:4][C@@H:3]2[CH2:6][N:7]([C:9]3[CH:10]=[C:11]([CH2:16][C:17]#[N:18])[C:12]([Br:15])=[N:13][CH:14]=3)[CH2:8][C@H:2]12.[C:19]([OH:26])(=[O:25])/[CH:20]=[CH:21]/[C:22]([OH:24])=[O:23]. The catalyst is CO.C(OCC)C. The product is [C:19]([OH:26])(=[O:25])/[CH:20]=[CH:21]/[C:22]([OH:24])=[O:23].[NH:1]1[CH2:5][CH2:4][C@@H:3]2[CH2:6][N:7]([C:9]3[CH:10]=[C:11]([CH2:16][C:17]#[N:18])[C:12]([Br:15])=[N:13][CH:14]=3)[CH2:8][C@H:2]12. The yield is 0.150.